Predict the reactants needed to synthesize the given product. From a dataset of Full USPTO retrosynthesis dataset with 1.9M reactions from patents (1976-2016). (1) The reactants are: [Cl:1][C:2]1[CH:26]=[CH:25][C:5]([C:6]([C:8]2[CH:13]=[CH:12][C:11]([N:14]3[CH2:18][CH2:17][CH2:16][CH:15]3[CH2:19][C:20]([O:22]CC)=[O:21])=[CH:10][CH:9]=2)=[O:7])=[C:4]([CH3:27])[CH:3]=1.I. Given the product [Cl:1][C:2]1[CH:26]=[CH:25][C:5]([C:6]([C:8]2[CH:9]=[CH:10][C:11]([N:14]3[CH2:18][CH2:17][CH2:16][CH:15]3[CH2:19][C:20]([OH:22])=[O:21])=[CH:12][CH:13]=2)=[O:7])=[C:4]([CH3:27])[CH:3]=1, predict the reactants needed to synthesize it. (2) Given the product [CH3:49][O:43][C:42](=[O:45])[CH:6]([O:5][C:1]([CH3:2])([CH3:3])[CH3:4])[C:11]1[C:16]([CH3:17])=[CH:15][CH:14]=[C:13](/[CH:36]=[CH:37]\[CH3:38])[C:12]=1[C:26]1[CH:35]=[C:30]2[C:29](=[CH:28][CH:27]=1)[O:34][CH2:33][CH2:32][CH2:31]2, predict the reactants needed to synthesize it. The reactants are: [C:1]([O:5][CH:6]([C:11]1[C:16]([CH3:17])=[CH:15][CH:14]=[C:13](OS(C(F)(F)F)(=O)=O)[C:12]=1[C:26]1[CH:27]=[CH:28][C:29]2[O:34][CH2:33][CH2:32][CH2:31][C:30]=2[CH:35]=1)C(OC)=O)([CH3:4])([CH3:3])[CH3:2].[CH:36](/B(O)O)=[CH:37]/[CH3:38].[C:42](=[O:45])([O-])[O-:43].[K+].[K+].O1CCOC[CH2:49]1. (3) Given the product [OH:1][CH:2]([C:32]1[CH:37]=[CH:36][C:35]([O:38][CH3:39])=[CH:34][CH:33]=1)[CH:3]([NH:18][C:19]([C:21]1[CH:22]=[CH:23][CH:24]=[C:25]2[CH2:31][CH2:30][CH2:29][CH:28]=[CH:27][C:26]=12)=[O:20])[CH2:4][C:5]1[CH:10]=[CH:9][CH:8]=[C:7]([O:11][C:12]([F:16])([F:17])[CH:13]([F:15])[F:14])[CH:6]=1, predict the reactants needed to synthesize it. The reactants are: [OH:1][CH:2]([C:32]1[CH:37]=[CH:36][C:35]([OH:38])=[CH:34][CH:33]=1)[CH:3]([NH:18][C:19]([C:21]1[CH:22]=[CH:23][CH:24]=[C:25]2[CH2:31][CH2:30][CH2:29][CH:28]=[CH:27][C:26]=12)=[O:20])[CH2:4][C:5]1[CH:10]=[CH:9][CH:8]=[C:7]([O:11][C:12]([F:17])([F:16])[CH:13]([F:15])[F:14])[CH:6]=1.[C:39](=O)([O-])[O-].[K+].[K+].CI. (4) Given the product [CH2:1]([O:8][C:9]1[CH:10]=[CH:11][C:12]([NH:15][C:16]2[C:21]([NH2:22])=[CH:20][C:19]([CH3:25])=[CH:18][N:17]=2)=[CH:13][CH:14]=1)[C:2]1[CH:7]=[CH:6][CH:5]=[CH:4][CH:3]=1, predict the reactants needed to synthesize it. The reactants are: [CH2:1]([O:8][C:9]1[CH:14]=[CH:13][C:12]([NH:15][C:16]2[C:21]([N+:22]([O-])=O)=[CH:20][C:19]([CH3:25])=[CH:18][N:17]=2)=[CH:11][CH:10]=1)[C:2]1[CH:7]=[CH:6][CH:5]=[CH:4][CH:3]=1.